From a dataset of Catalyst prediction with 721,799 reactions and 888 catalyst types from USPTO. Predict which catalyst facilitates the given reaction. (1) Reactant: [CH3:1][O:2][C@H:3]([CH3:7])[C:4]([OH:6])=O.CCN(C(C)C)C(C)C.CN(C(ON1N=NC2C=CC=NC1=2)=[N+](C)C)C.F[P-](F)(F)(F)(F)F.[OH:41][C:42]([C:44]([F:47])([F:46])[F:45])=[O:43].[F:48][CH:49]([F:78])[CH2:50][NH:51][C:52]1[N:53]=[C:54]2[CH2:76][CH:75]([CH3:77])[NH:74][CH2:73][C:55]2=[N:56][C:57]=1[N:58]1[CH2:63][CH2:62][CH:61]([O:64][C:65]2[CH:70]=[CH:69][C:68]([F:71])=[CH:67][C:66]=2[F:72])[CH2:60][CH2:59]1. Product: [F:78][CH:49]([F:48])[CH2:50][NH:51][C:52]1[N:53]=[C:54]2[CH2:76][CH:75]([CH3:77])[N:74]([C:4](=[O:6])[C@H:3]([O:2][CH3:1])[CH3:7])[CH2:73][C:55]2=[N:56][C:57]=1[N:58]1[CH2:59][CH2:60][CH:61]([O:64][C:65]2[CH:70]=[CH:69][C:68]([F:71])=[CH:67][C:66]=2[F:72])[CH2:62][CH2:63]1.[C:42]([OH:43])([C:44]([F:47])([F:46])[F:45])=[O:41]. The catalyst class is: 3. (2) Product: [CH3:25][O:24][CH2:23][CH2:22][O:21][C:16]1[CH:15]=[C:14]2[C:19]([C:20]3[C:8]([C:4]4[CH:5]=[CH:6][CH:7]=[C:2]([N:1]5[C:37](=[O:39])[C:32]6[N:33]=[CH:34][CH:35]=[CH:36][C:31]=6[N:30]=[CH:40]5)[C:3]=4[CH3:29])=[CH:9][N:10]=[C:11]([C:26]([NH2:28])=[O:27])[C:12]=3[NH:13]2)=[CH:18][CH:17]=1. Reactant: [NH2:1][C:2]1[C:3]([CH3:29])=[C:4]([C:8]2[C:20]3[C:19]4[C:14](=[CH:15][C:16]([O:21][CH2:22][CH2:23][O:24][CH3:25])=[CH:17][CH:18]=4)[NH:13][C:12]=3[C:11]([C:26]([NH2:28])=[O:27])=[N:10][CH:9]=2)[CH:5]=[CH:6][CH:7]=1.[NH2:30][C:31]1[C:32]([C:37]([OH:39])=O)=[N:33][CH:34]=[CH:35][CH:36]=1.[CH3:40]OC(OC)OC.[N+](O[La](O[N+]([O-])=O)O[N+]([O-])=O)([O-])=O. The catalyst class is: 7. (3) Reactant: [Br:1][C:2]1[CH:3]=[C:4]([CH2:10][C:11]([OH:13])=[O:12])[CH:5]=[CH:6][C:7]=1[O:8]C.Br. Product: [Br:1][C:2]1[CH:3]=[C:4]([CH2:10][C:11]([OH:13])=[O:12])[CH:5]=[CH:6][C:7]=1[OH:8]. The catalyst class is: 15.